Dataset: Experimentally validated miRNA-target interactions with 360,000+ pairs, plus equal number of negative samples. Task: Binary Classification. Given a miRNA mature sequence and a target amino acid sequence, predict their likelihood of interaction. (1) The miRNA is hsa-miR-1269b with sequence CUGGACUGAGCCAUGCUACUGG. The protein sequence of the target gene is MENQKENLFSEPHKRGLMKSPLHPSSKANMVLAEIQPDLGPLTTPTKPKEVSQGEPWTPTANLKMLISAVSPEIRSRDQKRGLSDNRSALPEARDCLHEHLSGDEFEKSQPSRKEKSLGLLCHKFLARYPKYPNPAVNNDICLDEVAEELNVERRRIYDIVNVLESLHMVSRLAKNRYTWHGRHNLTKTLGTLKSVGEENKYAEQIMMIKRKEYEQEFDFIKSCGIEDHVIKSHTGQNGHSDMCFVELPGVEFRAASVNSRKDKSLRVMSQKFVMLFLVSTPQIVSLEIAAKILIGEDHV.... Result: 0 (no interaction). (2) The miRNA is mmu-miR-489-3p with sequence AAUGACACCACAUAUAUGGCAGC. The protein sequence of the target gene is MGKAENYELYSVELGPGPGGDMAAKMSKKKKAGGGGGKRKEKLENMKKEMEINDHQLSVAELEQKYQTSATKGLSASLAAELLLRDGPNALRPPRGTPEYVKFARQLAGGLQCLMWVAAAICLIAFAIQASEGDLTTDDNLYLAIALIAVVVVTGCFGYYQEFKSTNIIASFKNLVPQQATVIRDGDKFQINADQLVVGDLVEMKGGDRVPADIRILAAQGCKVDNSSLTGESEPQTRSPECTHESPLETRNIAFFSTMCLEGTVQGLVVNTGDRTIIGRIASLASGVENEKTPIAIEIE.... Result: 0 (no interaction).